From a dataset of Experimentally validated miRNA-target interactions with 360,000+ pairs, plus equal number of negative samples. Binary Classification. Given a miRNA mature sequence and a target amino acid sequence, predict their likelihood of interaction. (1) The miRNA is hsa-miR-3065-3p with sequence UCAGCACCAGGAUAUUGUUGGAG. The protein sequence of the target gene is MLPAGEIGASPAAPCCSESGDERKNLEEKSDINVTVLIGSKQVSEGTDNGDLPSYVSAFIEKEVGNDLKSLKKLDKLIEQRTVSKMQLEEQVLTISSEIPKRIRSALKNAEESKQFLNQFLEQETHLFSAINSHLLTAQPWMDDLGTMISQIEEIERHLAYLKWISQIEELSDNIQQYLMTNNVPEAASTLVSMAELDIKLQESSCTHLLGFMRATVKFWHKILKDKLTSDFEEILAQLHWPFIAPPQSQTVGLSRPASAPEIYSYLETLFCQLLKLQTSDELLTEPKQLPEKYSLPASP.... Result: 1 (interaction). (2) The miRNA is mmu-miR-670-5p with sequence AUCCCUGAGUGUAUGUGGUGAA. The protein sequence of the target gene is MAQKEGGRTVPCCSRPKVAALTAGTLLLLTAIGAASWAIVAVLLRSDQEPLYPVQVSSADARLMVFDKTEGTWRLLCSSRSNARVAGLSCEEMGFLRALTHSELDVRTAGANGTSGFFCVDEGRLPHTQRLLEVISVCDCPRGRFLAAICQDCGRRKLPVDRIVGGRDTSLGRWPWQVSLRYDGAHLCGGSLLSGDWVLTAAHCFPERNRVLSRWRVFAGAVAQASPHGLQLGVQAVVYHGGYLPFRDPNSEENSNDIALVHLSSPLPLTEYIQPVCLPAAGQALVDGKICTVTGWGNTQ.... Result: 0 (no interaction). (3) The miRNA is mmu-miR-10b-5p with sequence UACCCUGUAGAACCGAAUUUGUG. The protein sequence of the target gene is MGNITTENSSLSCPIDHTIHQTLAPVVYVTVLVVGFPANCLSLYFGYLQIKARNELGVYLCNLTIADLFYICSLPFWLQYVLQHDDWSHGDLSCQVCGILLYENIYISVGFLCCISIDRYLAVAHPFRFHQFRTLKAAVGVSVLIWAKELLTSIYFLNHKEVIEDEDQHRVCFEHYPIQAWQRSINYYRFLVGFLFPICLLLASYQGILRAVRRSHGTQKSRKDQIQRLVLSTVVIFLACFLPYHVLLLVRSLWERNCEFAKSIFNVYHFSLLLTSFNCVADPVLYCFVSETTHRDLARL.... Result: 1 (interaction). (4) The miRNA is mmu-miR-568 with sequence AUGUAUAAAUGUAUACACAC. The protein sequence of the target gene is MDEEKLPCELHKEGSATQEDHGLEPEEEPGLQNGTAASEGLSSHISGPGGEKTLEGTMEPVRGPDVALPGLNLSLTNGLALGQDGNILEDSIEFKTWRSGPAEEEDVPGSPCPDAGDPQLGLDCPGEPDVRDGFSATFEKILESELLRGTQYSSLDSLDVLSLTDESDSCVSFEAPLTPLIQQRARDSPEAGAGLGNGDMGPEGDLGATGGCDGELGSPLRRSISSSRSENVLSHLSLTSVPNGFHEDGPGGSGGDDEDDEDTDKLLNSASDTSLKDGLSDSDSELSSSEGLEPGSTDPL.... Result: 1 (interaction).